This data is from Forward reaction prediction with 1.9M reactions from USPTO patents (1976-2016). The task is: Predict the product of the given reaction. (1) Given the reactants Br[C:2]1[CH:7]=[CH:6][C:5]([O:8][CH3:9])=[CH:4][CH:3]=1.Cl[SiH:11]([CH3:13])[CH3:12], predict the reaction product. The product is: [CH3:9][O:8][C:5]1[CH:6]=[CH:7][C:2]([SiH:11]([CH3:13])[CH3:12])=[CH:3][CH:4]=1. (2) Given the reactants Cl[CH2:2][C:3]([N:5]1[C:14]2[C:9](=[CH:10][CH:11]=[CH:12][CH:13]=2)[CH2:8][CH2:7][CH2:6]1)=[O:4].[CH3:15][N:16]1[C:20]2[CH:21]=[CH:22][CH:23]=[CH:24][C:19]=2[N:18]=[C:17]1[SH:25], predict the reaction product. The product is: [N:5]1([C:3](=[O:4])[CH2:2][S:25][C:17]2[N:16]([CH3:15])[C:20]3[CH:21]=[CH:22][CH:23]=[CH:24][C:19]=3[N:18]=2)[C:14]2[C:9](=[CH:10][CH:11]=[CH:12][CH:13]=2)[CH2:8][CH2:7][CH2:6]1. (3) Given the reactants [CH3:1][C:2]1([CH3:38])[O:6][C@H:5]([CH2:7][N:8]2[CH:12]=[CH:11][C:10]([NH:13][C:14](=[O:37])[CH:15]([N:20]3[C:25](=[O:26])[CH:24]=[C:23]([O:27]N4C5C=CC=CC=5N=N4)[CH:22]=[N:21]3)[CH2:16][CH:17]([CH3:19])[CH3:18])=[N:9]2)[CH2:4][O:3]1.[C:39]1(O)[C:48]2[CH2:47][CH2:46][CH2:45][CH2:44][C:43]=2[CH:42]=[CH:41][CH:40]=1, predict the reaction product. The product is: [CH3:1][C:2]1([CH3:38])[O:6][C@H:5]([CH2:7][N:8]2[CH:12]=[CH:11][C:10]([NH:13][C:14](=[O:37])[CH:15]([N:20]3[C:25](=[O:26])[CH:24]=[C:23]([O:27][C:47]4[C:48]5[CH2:39][CH2:40][CH2:41][CH2:42][C:43]=5[CH:44]=[CH:45][CH:46]=4)[CH:22]=[N:21]3)[CH2:16][CH:17]([CH3:18])[CH3:19])=[N:9]2)[CH2:4][O:3]1. (4) Given the reactants [C:1]([O:9][CH3:10])(=[O:8])[C:2]1[CH:7]=[CH:6][CH:5]=[N:4][CH:3]=1.[CH3:11][I:12], predict the reaction product. The product is: [I-:12].[CH3:10][O:9][C:1]([C:2]1[CH:3]=[N+:4]([CH3:11])[CH:5]=[CH:6][CH:7]=1)=[O:8]. (5) Given the reactants [N:1]([CH:4]1[CH2:23][N:8]2[C:9]3[C:14]([C:15]([CH2:16][C:17]([O:19]CCC)=[O:18])=[C:7]2[CH2:6][CH2:5]1)=[CH:13][CH:12]=[CH:11][CH:10]=3)=[N+:2]=[N-:3].[C:24]([C:26]1([OH:39])[C:38]2[CH:37]=[CH:36][CH:35]=[CH:34][C:33]=2[C:32]2[C:27]1=[CH:28][CH:29]=[CH:30][CH:31]=2)#[CH:25], predict the reaction product. The product is: [OH:39][C:26]1([C:24]2[N:1]([CH:4]3[CH2:23][N:8]4[C:9]5[C:14]([C:15]([CH2:16][C:17]([OH:19])=[O:18])=[C:7]4[CH2:6][CH2:5]3)=[CH:13][CH:12]=[CH:11][CH:10]=5)[N:2]=[N:3][CH:25]=2)[C:38]2[CH:37]=[CH:36][CH:35]=[CH:34][C:33]=2[C:32]2[C:27]1=[CH:28][CH:29]=[CH:30][CH:31]=2.